This data is from Forward reaction prediction with 1.9M reactions from USPTO patents (1976-2016). The task is: Predict the product of the given reaction. (1) Given the reactants Cl[C:2]1[N:7]=[C:6]([C:8]2[CH:13]=[CH:12][C:11]([OH:14])=[CH:10][CH:9]=2)[CH:5]=[N:4][CH:3]=1.[NH2:15][C:16]1[C:24]([Cl:25])=[CH:23][C:19]([C:20]([OH:22])=[O:21])=[C:18]([O:26][CH3:27])[CH:17]=1.CC1(C)C2C(=C(P(C3C=CC=CC=3)C3C=CC=CC=3)C=CC=2)OC2C(P(C3C=CC=CC=3)C3C=CC=CC=3)=CC=CC1=2, predict the reaction product. The product is: [Cl:25][C:24]1[C:16]([NH:15][C:2]2[CH:3]=[N:4][CH:5]=[C:6]([C:8]3[CH:13]=[CH:12][C:11]([OH:14])=[CH:10][CH:9]=3)[N:7]=2)=[CH:17][C:18]([O:26][CH3:27])=[C:19]([CH:23]=1)[C:20]([OH:22])=[O:21]. (2) Given the reactants FC(F)(F)S(O[C:7]1[C:15]2[C:10](=[CH:11][N:12]=[CH:13][CH:14]=2)[O:9][C:8]=1[C:16]1[N:21]=[CH:20][C:19]([C:22]([O:24][CH3:25])=[O:23])=[CH:18][N:17]=1)(=O)=O.[CH3:28][O:29][C:30]1[CH:39]=[CH:38][CH:37]=[C:36]2[C:31]=1[CH:32]=[CH:33][C:34]([NH2:40])=[CH:35]2, predict the reaction product. The product is: [CH3:28][O:29][C:30]1[CH:39]=[CH:38][CH:37]=[C:36]2[C:31]=1[CH:32]=[CH:33][C:34]([NH:40][C:7]1[C:15]3[C:10](=[CH:11][N:12]=[CH:13][CH:14]=3)[O:9][C:8]=1[C:16]1[N:21]=[CH:20][C:19]([C:22]([O:24][CH3:25])=[O:23])=[CH:18][N:17]=1)=[CH:35]2. (3) Given the reactants [Cl:1][C:2]1[CH:7]=[CH:6][C:5]([C:8]2[CH:13]=[CH:12][C:11]([CH3:14])=[C:10]([CH2:15][C:16]([OH:18])=O)[CH:9]=2)=[CH:4][CH:3]=1.S(Cl)(Cl)=O.C(=O)([O-])[O-].[K+].[K+].[NH2:29][C:30]1([C:41]([O:43][CH3:44])=[O:42])[CH2:35][CH2:34][C:33]([O:39][CH3:40])([CH2:36][O:37][CH3:38])[CH2:32][CH2:31]1, predict the reaction product. The product is: [Cl:1][C:2]1[CH:3]=[CH:4][C:5]([C:8]2[CH:13]=[CH:12][C:11]([CH3:14])=[C:10]([CH2:15][C:16]([NH:29][C:30]3([C:41]([O:43][CH3:44])=[O:42])[CH2:31][CH2:32][C:33]([O:39][CH3:40])([CH2:36][O:37][CH3:38])[CH2:34][CH2:35]3)=[O:18])[CH:9]=2)=[CH:6][CH:7]=1. (4) Given the reactants [CH2:1]([C:5]1[N:6]=[C:7]([CH3:27])[NH:8][C:9](=[O:26])[C:10]=1[CH2:11][C:12]1[CH:17]=[CH:16][C:15]([C:18]2[C:19]([C:24]#[N:25])=[CH:20][CH:21]=[CH:22][CH:23]=2)=[CH:14][CH:13]=1)[CH2:2][CH2:3][CH3:4].N(C(N1CCCCC1)=O)=NC(N1CCCCC1)=O.C(P(CCCC)CCCC)CCC.[C:59]1([C:65]2[S:66][C:67]([CH2:70]O)=[CH:68][N:69]=2)[CH:64]=[CH:63][CH:62]=[CH:61][CH:60]=1, predict the reaction product. The product is: [CH2:1]([C:5]1[N:6]=[C:7]([CH3:27])[N:8]([CH2:70][C:67]2[S:66][C:65]([C:59]3[CH:60]=[CH:61][CH:62]=[CH:63][CH:64]=3)=[N:69][CH:68]=2)[C:9](=[O:26])[C:10]=1[CH2:11][C:12]1[CH:17]=[CH:16][C:15]([C:18]2[C:19]([C:24]#[N:25])=[CH:20][CH:21]=[CH:22][CH:23]=2)=[CH:14][CH:13]=1)[CH2:2][CH2:3][CH3:4]. (5) Given the reactants [NH2:1][C:2]1[CH:23]=[CH:22][C:5]2[N:6]([CH:9]([C:16]3[CH:21]=[CH:20][CH:19]=[CH:18][CH:17]=3)[CH2:10][C:11]([O:13][CH2:14][CH3:15])=[O:12])[CH:7]=[N:8][C:4]=2[CH:3]=1.C(N(CC)CC)C.[N+:31]([C:34]1[CH:42]=[CH:41][CH:40]=[CH:39][C:35]=1[C:36](Cl)=[O:37])([O-:33])=[O:32], predict the reaction product. The product is: [N+:31]([C:34]1[CH:42]=[CH:41][CH:40]=[CH:39][C:35]=1[C:36]([NH:1][C:2]1[CH:23]=[CH:22][C:5]2[N:6]([CH:9]([C:16]3[CH:17]=[CH:18][CH:19]=[CH:20][CH:21]=3)[CH2:10][C:11]([O:13][CH2:14][CH3:15])=[O:12])[CH:7]=[N:8][C:4]=2[CH:3]=1)=[O:37])([O-:33])=[O:32]. (6) Given the reactants [CH2:1]([O:5][C:6]1[C:11]([CH3:12])=[C:10](Cl)[N:9]=[CH:8][N:7]=1)[C:2]#[C:3][CH3:4].[CH3:14][CH:15]1[CH2:20][CH:19]([CH3:21])[CH2:18][NH:17][CH2:16]1, predict the reaction product. The product is: [CH2:1]([O:5][C:6]1[C:11]([CH3:12])=[C:10]([N:17]2[CH2:18][CH:19]([CH3:21])[CH2:20][CH:15]([CH3:14])[CH2:16]2)[N:9]=[CH:8][N:7]=1)[C:2]#[C:3][CH3:4]. (7) Given the reactants C(OC([N:8]1[CH2:13][CH2:12][N:11]([C:14]2[CH:19]=[CH:18][CH:17]=[C:16]([CH2:20][S:21]([CH:24]=[C:25]3[CH2:28][N:27]([CH:29]([C:37]4[CH:42]=[CH:41][C:40]([Cl:43])=[CH:39][CH:38]=4)[C:30]4[CH:35]=[CH:34][C:33]([Cl:36])=[CH:32][CH:31]=4)[CH2:26]3)(=[O:23])=[O:22])[CH:15]=2)[CH2:10][CH2:9]1)=O)(C)(C)C, predict the reaction product. The product is: [Cl:36][C:33]1[CH:32]=[CH:31][C:30]([CH:29]([C:37]2[CH:38]=[CH:39][C:40]([Cl:43])=[CH:41][CH:42]=2)[N:27]2[CH2:26][C:25](=[CH:24][S:21]([CH2:20][C:16]3[CH:15]=[C:14]([N:11]4[CH2:12][CH2:13][NH:8][CH2:9][CH2:10]4)[CH:19]=[CH:18][CH:17]=3)(=[O:22])=[O:23])[CH2:28]2)=[CH:35][CH:34]=1.